From a dataset of Merck oncology drug combination screen with 23,052 pairs across 39 cell lines. Regression. Given two drug SMILES strings and cell line genomic features, predict the synergy score measuring deviation from expected non-interaction effect. (1) Drug 1: NC1(c2ccc(-c3nc4ccn5c(=O)[nH]nc5c4cc3-c3ccccc3)cc2)CCC1. Drug 2: Cn1cc(-c2cnn3c(N)c(Br)c(C4CCCNC4)nc23)cn1. Cell line: CAOV3. Synergy scores: synergy=51.2. (2) Drug 2: C=CCn1c(=O)c2cnc(Nc3ccc(N4CCN(C)CC4)cc3)nc2n1-c1cccc(C(C)(C)O)n1. Cell line: SKMEL30. Synergy scores: synergy=10.5. Drug 1: COc1cccc2c1C(=O)c1c(O)c3c(c(O)c1C2=O)CC(O)(C(=O)CO)CC3OC1CC(N)C(O)C(C)O1. (3) Drug 1: O=S1(=O)NC2(CN1CC(F)(F)F)C1CCC2Cc2cc(C=CCN3CCC(C(F)(F)F)CC3)ccc2C1. Drug 2: CC(=O)OC1C(=O)C2(C)C(O)CC3OCC3(OC(C)=O)C2C(OC(=O)c2ccccc2)C2(O)CC(OC(=O)C(O)C(NC(=O)c3ccccc3)c3ccccc3)C(C)=C1C2(C)C. Cell line: SKOV3. Synergy scores: synergy=17.6. (4) Drug 1: CC1CC2C3CCC4=CC(=O)C=CC4(C)C3(F)C(O)CC2(C)C1(O)C(=O)CO. Drug 2: Cc1nc(Nc2ncc(C(=O)Nc3c(C)cccc3Cl)s2)cc(N2CCN(CCO)CC2)n1. Cell line: HT144. Synergy scores: synergy=-36.0. (5) Drug 1: COC1CC2CCC(C)C(O)(O2)C(=O)C(=O)N2CCCCC2C(=O)OC(C(C)CC2CCC(OP(C)(C)=O)C(OC)C2)CC(=O)C(C)C=C(C)C(O)C(OC)C(=O)C(C)CC(C)C=CC=CC=C1C. Drug 2: COC1=C2CC(C)CC(OC)C(O)C(C)C=C(C)C(OC(N)=O)C(OC)C=CC=C(C)C(=O)NC(=CC1=O)C2=O. Cell line: UACC62. Synergy scores: synergy=21.5. (6) Drug 1: CN(Cc1cnc2nc(N)nc(N)c2n1)c1ccc(C(=O)NC(CCC(=O)O)C(=O)O)cc1. Drug 2: N#Cc1ccc(Cn2cncc2CN2CCN(c3cccc(Cl)c3)C(=O)C2)cc1. Cell line: UACC62. Synergy scores: synergy=-7.33. (7) Drug 1: CC1(c2nc3c(C(N)=O)cccc3[nH]2)CCCN1. Drug 2: CNC(=O)c1cc(Oc2ccc(NC(=O)Nc3ccc(Cl)c(C(F)(F)F)c3)cc2)ccn1. Cell line: UACC62. Synergy scores: synergy=17.3. (8) Drug 1: O=S1(=O)NC2(CN1CC(F)(F)F)C1CCC2Cc2cc(C=CCN3CCC(C(F)(F)F)CC3)ccc2C1. Drug 2: CCc1cnn2c(NCc3ccc[n+]([O-])c3)cc(N3CCCCC3CCO)nc12. Cell line: HCT116. Synergy scores: synergy=-14.8. (9) Drug 1: CC1(c2nc3c(C(N)=O)cccc3[nH]2)CCCN1. Synergy scores: synergy=24.8. Cell line: EFM192B. Drug 2: Cn1c(=O)n(-c2ccc(C(C)(C)C#N)cc2)c2c3cc(-c4cnc5ccccc5c4)ccc3ncc21.